This data is from Forward reaction prediction with 1.9M reactions from USPTO patents (1976-2016). The task is: Predict the product of the given reaction. (1) Given the reactants [NH2:1][C:2]1[C:7]([N:8]2[C:12](=[O:13])[CH:11]3[CH2:14][CH2:15][CH:16]=[CH:17][CH:10]3[C:9]2=[O:18])=[C:6]([F:19])[CH:5]=[C:4]([Cl:20])[C:3]=1[OH:21].[CH:22](I)([CH3:24])[CH3:23].C(=O)([O-])[O-].[K+].[K+], predict the reaction product. The product is: [NH2:1][C:2]1[C:3]([O:21][CH:22]([CH3:24])[CH3:23])=[C:4]([Cl:20])[CH:5]=[C:6]([F:19])[C:7]=1[N:8]1[C:12](=[O:13])[CH:11]2[CH2:14][CH2:15][CH:16]=[CH:17][CH:10]2[C:9]1=[O:18]. (2) Given the reactants [CH:1]1([CH2:4][O:5][C:6]2[CH:7]=[C:8]([C@@H:14]3[CH2:18][NH:17][CH2:16][C@:15]3([CH2:20][OH:21])[CH3:19])[CH:9]=[CH:10][C:11]=2[O:12][CH3:13])[CH2:3][CH2:2]1.CCN(C(C)C)C(C)C.[CH2:31]([O:38][CH2:39][C:40](Cl)=[O:41])[C:32]1[CH:37]=[CH:36][CH:35]=[CH:34][CH:33]=1.[Li+].[OH-], predict the reaction product. The product is: [CH2:31]([O:38][CH2:39][C:40]([N:17]1[CH2:18][C@@H:14]([C:8]2[CH:9]=[CH:10][C:11]([O:12][CH3:13])=[C:6]([O:5][CH2:4][CH:1]3[CH2:3][CH2:2]3)[CH:7]=2)[C@@:15]([CH2:20][OH:21])([CH3:19])[CH2:16]1)=[O:41])[C:32]1[CH:37]=[CH:36][CH:35]=[CH:34][CH:33]=1.